This data is from Retrosynthesis with 50K atom-mapped reactions and 10 reaction types from USPTO. The task is: Predict the reactants needed to synthesize the given product. (1) Given the product C=CCn1c(=NC(=O)C(C)(C)C)sc2ccccc21, predict the reactants needed to synthesize it. The reactants are: C=CCn1c(=N)sc2ccccc21.CC(C)(C)C(=O)Cl. (2) Given the product COC(=O)c1cc(Oc2ccc(C(=O)N(C)C)cc2)c2c(c1)OC(C)(C)C2, predict the reactants needed to synthesize it. The reactants are: CN(C)C(=O)c1ccc(Br)cc1.COC(=O)c1cc(O)c2c(c1)OC(C)(C)C2. (3) Given the product COc1ccc2c(c1)Oc1ccccc1C2, predict the reactants needed to synthesize it. The reactants are: COc1ccc2c(=O)c3ccccc3oc2c1. (4) Given the product O=C(Nc1ccc(CCc2ccccn2)cc1)c1ccccc1-c1ccc(C(F)(F)F)cc1, predict the reactants needed to synthesize it. The reactants are: Nc1ccc(CCc2ccccn2)cc1.O=C(O)c1ccccc1-c1ccc(C(F)(F)F)cc1. (5) Given the product ClCCCn1cnc(I)c1, predict the reactants needed to synthesize it. The reactants are: ClCCCBr.Ic1c[nH]cn1. (6) Given the product CN(C)C1C2CN(CCCCl)CC21, predict the reactants needed to synthesize it. The reactants are: CN(C)C1C2CNCC21.ClCCCBr. (7) The reactants are: C1COCCN1.CC(C)(Cl)c1ccc(I)cc1. Given the product CC(C)(c1ccc(I)cc1)N1CCOCC1, predict the reactants needed to synthesize it. (8) Given the product C[Si](C)(C)CC(NC(=O)c1cccc(-c2cccc(C#N)c2)c1)C(=O)NC1(C#N)CC1, predict the reactants needed to synthesize it. The reactants are: C[Si](C)(C)CC(NC(=O)c1cccc(I)c1)C(=O)NC1(C#N)CC1.N#Cc1cccc(B(O)O)c1.